From a dataset of CYP2C9 inhibition data for predicting drug metabolism from PubChem BioAssay. Regression/Classification. Given a drug SMILES string, predict its absorption, distribution, metabolism, or excretion properties. Task type varies by dataset: regression for continuous measurements (e.g., permeability, clearance, half-life) or binary classification for categorical outcomes (e.g., BBB penetration, CYP inhibition). Dataset: cyp2c9_veith. (1) The molecule is CC1CCC(C(=O)O)([C@H](Br)C(=O)O)CC1. The result is 0 (non-inhibitor). (2) The compound is O=C(/C=C/c1ccc(F)cc1)NCCC1=CCCCC1. The result is 0 (non-inhibitor). (3) The drug is O=C1C2=CC[C@H]3C(=O)N(C4CCCCC4)C(=O)[C@@H]3[C@@H]2[C@H](O)[C@@H]2O[C@H]12. The result is 0 (non-inhibitor). (4) The drug is CCOc1c2ccc(C(=O)NCc3ccc4c(c3)OCO4)cc2nn1CCOC. The result is 1 (inhibitor).